This data is from Forward reaction prediction with 1.9M reactions from USPTO patents (1976-2016). The task is: Predict the product of the given reaction. (1) The product is: [CH3:1][O:2][C:3]1[CH:11]=[CH:10][C:6]([C:7]([NH:25][CH:26]([CH2:27][O:28][CH3:29])[CH2:30][CH3:31])=[O:8])=[CH:5][C:4]=1/[CH:12]=[CH:13]/[C:14]1[CH:15]=[CH:16][C:17]([O:20][C:21]([F:24])([F:23])[F:22])=[CH:18][CH:19]=1. Given the reactants [CH3:1][O:2][C:3]1[CH:11]=[CH:10][C:6]([C:7](O)=[O:8])=[CH:5][C:4]=1/[CH:12]=[CH:13]/[C:14]1[CH:19]=[CH:18][C:17]([O:20][C:21]([F:24])([F:23])[F:22])=[CH:16][CH:15]=1.[NH2:25][CH:26]([CH2:30][CH3:31])[CH2:27][O:28][CH3:29], predict the reaction product. (2) The product is: [CH3:1][C:2]1([CH3:32])[CH2:7][O:6][CH2:5][CH2:4][N:3]1[C:8]([C:10]1[N:11]=[C:12]([C:26]2[CH:30]=[CH:29][N:28]([CH3:31])[CH:27]=2)[N:13]2[C:22]3[C:17](=[CH:18][C:19]([O:24][CH3:25])=[C:20]([O:23][S:42]([C:41]([F:54])([F:53])[F:40])(=[O:44])=[O:43])[CH:21]=3)[CH2:16][CH2:15][C:14]=12)=[O:9]. Given the reactants [CH3:1][C:2]1([CH3:32])[CH2:7][O:6][CH2:5][CH2:4][N:3]1[C:8]([C:10]1[N:11]=[C:12]([C:26]2[CH:30]=[CH:29][N:28]([CH3:31])[CH:27]=2)[N:13]2[C:22]3[C:17](=[CH:18][C:19]([O:24][CH3:25])=[C:20]([OH:23])[CH:21]=3)[CH2:16][CH2:15][C:14]=12)=[O:9].C(N(CC)CC)C.[F:40][C:41]([F:54])([F:53])[S:42](O[S:42]([C:41]([F:54])([F:53])[F:40])(=[O:44])=[O:43])(=[O:44])=[O:43], predict the reaction product. (3) Given the reactants [Br:1][C:2]1[CH:14]=[C:13]2[C:5]([C:6]3[CH:7]=[CH:8][C:9]([NH2:23])=[CH:10][C:11]=3[C:12]2([CH2:19][CH2:20][CH2:21][CH3:22])[CH2:15][CH2:16][CH2:17][CH3:18])=[CH:4][CH:3]=1.[CH2:24]([C:28]1([CH2:42][CH2:43][CH2:44][CH3:45])[C:40]2[CH:39]=[C:38](I)[CH:37]=[CH:36][C:35]=2[C:34]2[C:29]1=[CH:30][CH:31]=[CH:32][CH:33]=2)[CH2:25][CH2:26][CH3:27].[OH-].[K+].N1[C:61]2[C:52](=[CH:53][CH:54]=[C:55]3[C:60]=2N=[CH:58][CH:57]=[CH:56]3)C=CC=1, predict the reaction product. The product is: [Br:1][C:2]1[CH:14]=[C:13]2[C:5]([C:6]3[CH:7]=[CH:8][C:9]([N:23]([C:52]4[CH:53]=[CH:54][C:55]5[C:56]6[C:57](=[CH:58][CH:3]=[CH:2][CH:14]=6)[C:5]([CH2:13][CH2:12][CH2:15][CH3:16])([CH2:6][CH2:11][CH2:10][CH3:9])[C:60]=5[CH:61]=4)[C:31]4[CH:32]=[CH:33][C:34]5[C:35]6[C:40](=[CH:39][CH:38]=[CH:37][CH:36]=6)[C:28]([CH2:42][CH2:43][CH2:44][CH3:45])([CH2:24][CH2:25][CH2:26][CH3:27])[C:29]=5[CH:30]=4)=[CH:10][C:11]=3[C:12]2([CH2:19][CH2:20][CH2:21][CH3:22])[CH2:15][CH2:16][CH2:17][CH3:18])=[CH:4][CH:3]=1. (4) Given the reactants [CH2:1]([CH:3]([C:6]1[C:10]([CH:11]=O)=[CH:9][N:8]([C:13]2[CH:18]=[CH:17][C:16]([C:19]([F:22])([F:21])[F:20])=[CH:15][N:14]=2)[N:7]=1)[CH2:4][CH3:5])[CH3:2].C(OP([CH2:31][C:32]([O:34][CH2:35][CH3:36])=[O:33])(OCC)=O)C.CN(C)C=O.[H-].[Na+], predict the reaction product. The product is: [CH2:1]([CH:3]([C:6]1[C:10](/[CH:11]=[CH:31]/[C:32]([O:34][CH2:35][CH3:36])=[O:33])=[CH:9][N:8]([C:13]2[CH:18]=[CH:17][C:16]([C:19]([F:22])([F:21])[F:20])=[CH:15][N:14]=2)[N:7]=1)[CH2:4][CH3:5])[CH3:2]. (5) Given the reactants [F:1][C:2]1[CH:3]=[C:4]([CH:28]=[CH:29][C:30]=1[F:31])[CH2:5][NH:6][C:7]([C:9]1[C:17]2[C:12](=[CH:13][C:14]([OH:18])=[CH:15][CH:16]=2)[N:11]([CH2:19][C:20]2[O:21][CH:22]=[CH:23][N:24]=2)[C:10]=1[CH:25]([CH3:27])[CH3:26])=[O:8].Br[C:33]1[S:34][CH:35]=[CH:36][N:37]=1, predict the reaction product. The product is: [F:1][C:2]1[CH:3]=[C:4]([CH:28]=[CH:29][C:30]=1[F:31])[CH2:5][NH:6][C:7]([C:9]1[C:17]2[C:12](=[CH:13][C:14]([O:18][C:33]3[S:34][CH:35]=[CH:36][N:37]=3)=[CH:15][CH:16]=2)[N:11]([CH2:19][C:20]2[O:21][CH:22]=[CH:23][N:24]=2)[C:10]=1[CH:25]([CH3:27])[CH3:26])=[O:8]. (6) Given the reactants [Br:1][C:2]1[N:3]=[C:4]2[C:10]([C:11]([OH:13])=O)=[CH:9][N:8]([CH2:14][O:15][CH2:16][CH2:17][Si:18]([CH3:21])([CH3:20])[CH3:19])[C:5]2=[N:6][CH:7]=1.[N:22]1[CH:27]=[CH:26][C:25]([CH:28]([NH2:30])[CH3:29])=[CH:24][CH:23]=1.CCN(C(C)C)C(C)C.CN(C(ON1N=NC2C=CC=NC1=2)=[N+](C)C)C.F[P-](F)(F)(F)(F)F, predict the reaction product. The product is: [N:22]1[CH:27]=[CH:26][C:25]([CH:28]([NH:30][C:11]([C:10]2[C:4]3[C:5](=[N:6][CH:7]=[C:2]([Br:1])[N:3]=3)[N:8]([CH2:14][O:15][CH2:16][CH2:17][Si:18]([CH3:21])([CH3:20])[CH3:19])[CH:9]=2)=[O:13])[CH3:29])=[CH:24][CH:23]=1. (7) The product is: [CH3:5][O:6][C:7]([C:9]1[S:10][C:11]([C:15]2[CH:20]=[CH:19][C:18]([C:21]([CH2:24][CH3:25])([C:26]3[CH:31]=[CH:30][C:29]([OH:32])=[C:28]([CH3:40])[CH:27]=3)[CH2:22][CH3:23])=[CH:17][C:16]=2[CH3:41])=[C:12]([CH3:14])[CH:13]=1)=[O:8]. Given the reactants C([Mg]Br)C.[CH3:5][O:6][C:7]([C:9]1[S:10][C:11]([C:15]2[CH:20]=[CH:19][C:18]([C:21]([C:26]3[CH:31]=[CH:30][C:29]([O:32][Si](C(C)(C)C)(C)C)=[C:28]([CH3:40])[CH:27]=3)([CH2:24][CH3:25])[CH2:22][CH3:23])=[CH:17][C:16]=2[CH3:41])=[C:12]([CH3:14])[CH:13]=1)=[O:8].[F-].C([N+](CCCC)(CCCC)CCCC)CCC.C1(C)C=CC(S(OC[C@@H]2OC(=O)CC2)(=O)=O)=CC=1.C(=O)([O-])[O-].[K+].[K+], predict the reaction product. (8) Given the reactants [C:1]([C:3]1[CH:8]=[CH:7][CH:6]=[CH:5][C:4]=1[S:9]([Cl:12])(=[O:11])=[O:10])#[N:2].[NH:13]1[CH2:19][CH2:18][CH2:17][CH2:16][CH2:15][CH2:14]1.Cl.NCC1C=CC=CC=1S(N(C(C)(C)C)C)(=O)=O, predict the reaction product. The product is: [ClH:12].[N:13]1([S:9]([C:4]2[CH:5]=[CH:6][CH:7]=[CH:8][C:3]=2[CH2:1][NH2:2])(=[O:11])=[O:10])[CH2:19][CH2:18][CH2:17][CH2:16][CH2:15][CH2:14]1.